From a dataset of Full USPTO retrosynthesis dataset with 1.9M reactions from patents (1976-2016). Predict the reactants needed to synthesize the given product. Given the product [NH2:18][C@@H:19]([CH:64]([CH3:66])[CH3:65])[C:20]([NH:22][C@@H:23]([CH2:57][CH2:58][CH2:59][NH:60][C:61]([NH2:63])=[O:62])[C:24]([NH:26][C:27]1[CH:28]=[CH:29][C:30]([CH2:31][O:32][C:33]2[C:34]3[CH:54]=[CH:53][CH:52]=[CH:51][C:35]=3[C:36]3[C@H:37]([CH2:49][Cl:50])[CH2:38][N:39]([C:42]([O:44][C:45]([CH3:48])([CH3:47])[CH3:46])=[O:43])[C:40]=3[CH:41]=2)=[CH:55][CH:56]=1)=[O:25])=[O:21], predict the reactants needed to synthesize it. The reactants are: C1C2C(COC([NH:18][C@@H:19]([CH:64]([CH3:66])[CH3:65])[C:20]([NH:22][C@@H:23]([CH2:57][CH2:58][CH2:59][NH:60][C:61]([NH2:63])=[O:62])[C:24]([NH:26][C:27]3[CH:56]=[CH:55][C:30]([CH2:31][O:32][C:33]4[C:34]5[CH:54]=[CH:53][CH:52]=[CH:51][C:35]=5[C:36]5[C@H:37]([CH2:49][Cl:50])[CH2:38][N:39]([C:42]([O:44][C:45]([CH3:48])([CH3:47])[CH3:46])=[O:43])[C:40]=5[CH:41]=4)=[CH:29][CH:28]=3)=[O:25])=[O:21])=O)C3C(=CC=CC=3)C=2C=CC=1.N1CCCCC1.